This data is from Peptide-MHC class I binding affinity with 185,985 pairs from IEDB/IMGT. The task is: Regression. Given a peptide amino acid sequence and an MHC pseudo amino acid sequence, predict their binding affinity value. This is MHC class I binding data. (1) The peptide sequence is EHNGGDDPL. The MHC is HLA-A01:01 with pseudo-sequence HLA-A01:01. The binding affinity (normalized) is 0.213. (2) The peptide sequence is MLYILGLFK. The binding affinity (normalized) is 0.572. The MHC is HLA-A03:01 with pseudo-sequence HLA-A03:01. (3) The MHC is HLA-A02:01 with pseudo-sequence HLA-A02:01. The peptide sequence is FIIDNFGSV. The binding affinity (normalized) is 1.00. (4) The peptide sequence is ITNILGGVL. The MHC is HLA-A02:01 with pseudo-sequence HLA-A02:01. The binding affinity (normalized) is 0. (5) The peptide sequence is DSFLRKIGDK. The MHC is HLA-A68:01 with pseudo-sequence HLA-A68:01. The binding affinity (normalized) is 0.192. (6) The peptide sequence is AVPQVLGGL. The MHC is HLA-A25:01 with pseudo-sequence HLA-A25:01. The binding affinity (normalized) is 0.0847. (7) The peptide sequence is GLFCLLNRY. The MHC is HLA-A33:01 with pseudo-sequence HLA-A33:01. The binding affinity (normalized) is 0.124. (8) The peptide sequence is DMYDQQLSV. The MHC is HLA-B58:01 with pseudo-sequence HLA-B58:01. The binding affinity (normalized) is 0.0847. (9) The peptide sequence is EFSRSILWDY. The MHC is HLA-A32:01 with pseudo-sequence HLA-A32:01. The binding affinity (normalized) is 0.0778.